From a dataset of Reaction yield outcomes from USPTO patents with 853,638 reactions. Predict the reaction yield, written as a fraction of the theoretical maximum amount of product (1.0 means a 100% yield; for example, 0.34 means a 34% yield). (1) The reactants are [NH2:1][CH2:2][CH2:3][CH2:4][CH2:5][C:6]1[CH:18]=[CH:17][C:9]([O:10][CH2:11][C:12]([N:14]([CH3:16])[CH3:15])=[O:13])=[CH:8][CH:7]=1.I.[NH2:20][C:21]1[C:22]([C:29]([NH:31][C:32](=[NH:35])SC)=[O:30])=[N:23][C:24]([Cl:28])=[C:25]([NH2:27])[N:26]=1. The catalyst is C(O)C. The product is [NH2:20][C:21]1[C:22]([C:29]([N:31]=[C:32]([NH2:35])[NH:1][CH2:2][CH2:3][CH2:4][CH2:5][C:6]2[CH:18]=[CH:17][C:9]([O:10][CH2:11][C:12]([N:14]([CH3:15])[CH3:16])=[O:13])=[CH:8][CH:7]=2)=[O:30])=[N:23][C:24]([Cl:28])=[C:25]([NH2:27])[N:26]=1. The yield is 0.280. (2) The reactants are [C:1]1(=[O:7])[O:6][C:4](=[O:5])[CH:3]=[CH:2]1.[C:8]1([P:14]([C:21]2[CH:26]=[CH:25][CH:24]=[CH:23][CH:22]=2)[C:15]2[CH:20]=[CH:19][CH:18]=[CH:17][CH:16]=2)[CH:13]=[CH:12][CH:11]=[CH:10][CH:9]=1. The catalyst is CC(C)=O. The product is [C:21]1([P:14]([C:8]2[CH:9]=[CH:10][CH:11]=[CH:12][CH:13]=2)([C:15]2[CH:20]=[CH:19][CH:18]=[CH:17][CH:16]=2)=[C:2]2[CH2:3][C:4](=[O:5])[O:6][C:1]2=[O:7])[CH:22]=[CH:23][CH:24]=[CH:25][CH:26]=1. The yield is 0.680. (3) The yield is 0.580. The reactants are Br[C:2]1[CH:10]=[CH:9][C:5]([C:6]([OH:8])=[O:7])=[CH:4][C:3]=1[O:11][CH3:12].[CH3:13][N:14]1[CH:18]=[C:17](B2OC(C)(C)C(C)(C)O2)[CH:16]=[N:15]1.[O-]P([O-])([O-])=O.[K+].[K+].[K+]. The product is [CH3:12][O:11][C:3]1[CH:4]=[C:5]([CH:9]=[CH:10][C:2]=1[C:17]1[CH:16]=[N:15][N:14]([CH3:13])[CH:18]=1)[C:6]([OH:8])=[O:7]. The catalyst is O1CCOCC1.